Dataset: Catalyst prediction with 721,799 reactions and 888 catalyst types from USPTO. Task: Predict which catalyst facilitates the given reaction. (1) Reactant: Cl[S:2]([CH2:5][CH2:6][CH2:7][NH:8][C:9](=[O:11])[CH3:10])(=[O:4])=[O:3].[CH3:12][CH:13]([CH3:30])[C:14]([O:16][CH2:17][CH2:18][O:19][C:20](=[O:29])[NH:21][CH2:22][CH2:23][C:24]([CH3:28])([CH3:27])[CH2:25][OH:26])=[O:15].C(N(CC)CC)C. Product: [CH3:12][CH:13]([CH3:30])[C:14]([O:16][CH2:17][CH2:18][O:19][C:20](=[O:29])[NH:21][CH2:22][CH2:23][C:24]([CH3:28])([CH3:27])[CH2:25][O:26][S:2]([CH2:5][CH2:6][CH2:7][NH:8][C:9](=[O:11])[CH3:10])(=[O:4])=[O:3])=[O:15]. The catalyst class is: 154. (2) Reactant: [CH:1]([C:4]1[CH:9]=[CH:8][CH:7]=[CH:6][C:5]=1[OH:10])([CH3:3])[CH3:2].[Br:11]Br.C([O-])(O)=O.[Na+]. Product: [Br:11][C:8]1[CH:7]=[CH:6][C:5]([OH:10])=[C:4]([CH:1]([CH3:3])[CH3:2])[CH:9]=1. The catalyst class is: 2. (3) Reactant: [BH4-].[Na+].[F:3][C:4]1[CH:5]=[C:6]([C:21]2[C:22]([S:27]([NH:30][CH3:31])(=[O:29])=[O:28])=[CH:23][CH:24]=[CH:25][CH:26]=2)[CH:7]=[CH:8][C:9]=1[C:10]1[CH:11]=[C:12]2[C:18]([CH:19]=[O:20])=[CH:17][NH:16][C:13]2=[N:14][CH:15]=1. Product: [F:3][C:4]1[CH:5]=[C:6]([C:21]2[C:22]([S:27]([NH:30][CH3:31])(=[O:29])=[O:28])=[CH:23][CH:24]=[CH:25][CH:26]=2)[CH:7]=[CH:8][C:9]=1[C:10]1[CH:11]=[C:12]2[C:18]([CH2:19][OH:20])=[CH:17][NH:16][C:13]2=[N:14][CH:15]=1. The catalyst class is: 5. (4) Reactant: [Si]([O:8][C@H:9]([C:23]1[CH:32]=[CH:31][C:30]([OH:33])=[C:29]2[C:24]=1[CH:25]=[CH:26][C:27](=[O:34])[NH:28]2)[CH2:10][NH:11][CH:12]1[CH2:17][CH2:16][N:15]([CH2:18][CH2:19][C:20]([OH:22])=O)[CH2:14][CH2:13]1)(C(C)(C)C)(C)C.CN(C(ON1N=NC2C=CC=NC1=2)=[N+](C)C)C.F[P-](F)(F)(F)(F)F.C(N(CC)CC)C.[Cl:66][C:67]1[CH:72]=[CH:71][C:70]([Cl:73])=[CH:69][C:68]=1[CH2:74][NH2:75]. Product: [Cl:66][C:67]1[CH:72]=[CH:71][C:70]([Cl:73])=[CH:69][C:68]=1[CH2:74][NH:75][C:20](=[O:22])[CH2:19][CH2:18][N:15]1[CH2:16][CH2:17][CH:12]([NH:11][CH2:10][C@H:9]([OH:8])[C:23]2[CH:32]=[CH:31][C:30]([OH:33])=[C:29]3[C:24]=2[CH:25]=[CH:26][C:27](=[O:34])[NH:28]3)[CH2:13][CH2:14]1. The catalyst class is: 3. (5) Reactant: P(=O)(O)(O)O.[CH3:6][N:7]1[C:11]2[CH:12]=[CH:13][C:14]([CH2:17][CH:18]=[CH:19][C:20]3[CH:25]=[CH:24][CH:23]=[CH:22][CH:21]=3)=[C:15]([OH:16])[C:10]=2[N:9]=[C:8]1[CH3:26].[OH-].[Na+]. Product: [CH3:26][C:8]1[N:7]([CH3:6])[C:11]2[CH:12]=[CH:13][C:14]3[CH2:17][CH2:18][CH:19]([C:20]4[CH:25]=[CH:24][CH:23]=[CH:22][CH:21]=4)[O:16][C:15]=3[C:10]=2[N:9]=1. The catalyst class is: 6. (6) Reactant: [NH2:1][C:2]1[CH:7]=[CH:6][C:5]([S:8][C:9]2[C:18]3[C:13](=[CH:14][CH:15]=[CH:16][CH:17]=3)[NH:12]/[C:11](=[C:19]3/[C:20]([CH2:25][CH2:26][CH3:27])=[N:21][NH:22][C:23]/3=[O:24])/[CH:10]=2)=[CH:4][CH:3]=1.[CH:28]1([C:33](Cl)=[O:34])[CH2:32][CH2:31][CH2:30][CH2:29]1. Product: [O:24]=[C:23]1[NH:22][N:21]=[C:20]([CH2:25][CH2:26][CH3:27])/[C:19]/1=[C:11]1/[NH:12][C:13]2[C:18]([C:9]([S:8][C:5]3[CH:4]=[CH:3][C:2]([NH:1][C:33]([CH:28]4[CH2:32][CH2:31][CH2:30][CH2:29]4)=[O:34])=[CH:7][CH:6]=3)=[CH:10]/1)=[CH:17][CH:16]=[CH:15][CH:14]=2. The catalyst class is: 1. (7) Reactant: [NH2:1][CH2:2][CH2:3][CH2:4][O:5][C:6]1[CH:11]=[CH:10][C:9]([Cl:12])=[CH:8][C:7]=1[NH:13][C:14]([NH:16][C:17]1[CH:22]=[CH:21][C:20]([C:23]#[N:24])=[CH:19][N:18]=1)=[O:15].Cl.C(N(C(C)C)CC)(C)C.[CH3:35][C:36]([O:39][C:40]([NH:42][C@H:43]([C:52](O)=[O:53])[CH2:44][C:45]1[CH:50]=[CH:49][C:48]([Cl:51])=[CH:47][CH:46]=1)=[O:41])([CH3:38])[CH3:37].ON1C2C=CC=CC=2N=N1.Cl.CN(C)CCCN=C=NCC. Product: [C:36]([O:39][C:40](=[O:41])[NH:42][CH:43]([C:52](=[O:53])[NH:1][CH2:2][CH2:3][CH2:4][O:5][C:6]1[CH:11]=[CH:10][C:9]([Cl:12])=[CH:8][C:7]=1[NH:13][C:14]([NH:16][C:17]1[CH:22]=[CH:21][C:20]([C:23]#[N:24])=[CH:19][N:18]=1)=[O:15])[CH2:44][C:45]1[CH:46]=[CH:47][C:48]([Cl:51])=[CH:49][CH:50]=1)([CH3:35])([CH3:38])[CH3:37]. The catalyst class is: 35. (8) Reactant: [Br:1][C:2]1[CH:7]=[CH:6][C:5]([C:8](=O)[C:9]([F:12])([F:11])[F:10])=[CH:4][CH:3]=1.[CH3:14][Si:15]([NH-:18])([CH3:17])[CH3:16].[CH3:14][Si:15]([NH-:18])([CH3:17])[CH3:16].[Li+].[Li+]. Product: [Br:1][C:2]1[CH:7]=[CH:6][C:5]([C:8](=[N:18][Si:15]([CH3:17])([CH3:16])[CH3:14])[C:9]([F:12])([F:11])[F:10])=[CH:4][CH:3]=1. The catalyst class is: 11.